From a dataset of Reaction yield outcomes from USPTO patents with 853,638 reactions. Predict the reaction yield, written as a fraction of the theoretical maximum amount of product (1.0 means a 100% yield; for example, 0.34 means a 34% yield). (1) The reactants are [F:1][C:2]1[CH:7]=[C:6]([N:8]2[CH2:12][C@H:11]([CH2:13][NH:14][C:15](=[O:17])[CH3:16])[O:10][C:9]2=[O:18])[CH:5]=[CH:4][C:3]=1[C:19]1[CH:24]=[CH:23][C:22]([CH2:25][NH:26][CH2:27][C:28]2[NH:32][N:31]=[N:30][CH:29]=2)=[CH:21][CH:20]=1.[P:33](=[O:37])([OH:36])([OH:35])[OH:34].C(O)(C)C. The catalyst is C(O)C.ClCCl. The product is [P:33]([OH:37])([OH:36])([OH:35])=[O:34].[F:1][C:2]1[CH:7]=[C:6]([N:8]2[CH2:12][C@H:11]([CH2:13][NH:14][C:15](=[O:17])[CH3:16])[O:10][C:9]2=[O:18])[CH:5]=[CH:4][C:3]=1[C:19]1[CH:24]=[CH:23][C:22]([CH2:25][NH:26][CH2:27][C:28]2[NH:32][N:31]=[N:30][CH:29]=2)=[CH:21][CH:20]=1. The yield is 0.942. (2) The reactants are [Cl:1][C:2]1[CH:7]=[CH:6][C:5]([OH:8])=[CH:4][CH:3]=1.[CH2:9]([C:11]1[CH:18]=[CH:17][C:14]([CH2:15]O)=[CH:13][CH:12]=1)[CH3:10].CS(O)(=O)=O. No catalyst specified. The product is [Cl:1][C:2]1[CH:7]=[CH:6][C:5]([OH:8])=[C:4]([CH2:15][C:14]2[CH:17]=[CH:18][C:11]([CH2:9][CH3:10])=[CH:12][CH:13]=2)[CH:3]=1. The yield is 0.460. (3) The reactants are [C:1]([O:5][C:6]([N:8]1[CH2:12][CH2:11][CH2:10][CH:9]1[C:13]1[N:14]([CH2:19][O:20][CH2:21][CH2:22][Si:23]([CH3:26])([CH3:25])[CH3:24])[CH:15]=[C:16](Br)[N:17]=1)=[O:7])([CH3:4])([CH3:3])[CH3:2].[Li]C(C)(C)C.[C:32](=[O:34])=[O:33]. The catalyst is C1COCC1. The product is [C:1]([O:5][C:6]([N:8]1[CH2:12][CH2:11][CH2:10][CH:9]1[C:13]1[N:14]([CH2:19][O:20][CH2:21][CH2:22][Si:23]([CH3:26])([CH3:25])[CH3:24])[CH:15]=[C:16]([C:32]([OH:34])=[O:33])[N:17]=1)=[O:7])([CH3:4])([CH3:3])[CH3:2]. The yield is 0.220.